This data is from Full USPTO retrosynthesis dataset with 1.9M reactions from patents (1976-2016). The task is: Predict the reactants needed to synthesize the given product. (1) Given the product [CH3:40][O:39][C:35]1[CH:34]=[C:33]2[C:38]([C:29]([O:28][C:25]3[CH:26]=[CH:27][C:22]([NH:21][C:14]4[C:15]5[C:20](=[CH:19][CH:18]=[CH:17][CH:16]=5)[C:11]([C:9]5[S:8][CH:7]=[C:6]([CH2:5][OH:4])[CH:10]=5)=[N:12][N:13]=4)=[CH:23][CH:24]=3)=[CH:30][CH:31]=[N:32]2)=[N:37][CH:36]=1, predict the reactants needed to synthesize it. The reactants are: C([O:4][CH2:5][C:6]1[CH:10]=[C:9]([C:11]2[C:20]3[C:15](=[CH:16][CH:17]=[CH:18][CH:19]=3)[C:14]([NH:21][C:22]3[CH:27]=[CH:26][C:25]([O:28][C:29]4[C:38]5[C:33](=[CH:34][C:35]([O:39][CH3:40])=[CH:36][N:37]=5)[N:32]=[CH:31][CH:30]=4)=[CH:24][CH:23]=3)=[N:13][N:12]=2)[S:8][CH:7]=1)(=O)C.C1COCC1.CO.[OH-].[Li+]. (2) Given the product [Br:1][C:2]1[C:3]([O:11][CH2:18][O:19][CH3:20])=[C:4]([OH:10])[C:5]([O:8][CH3:9])=[CH:6][CH:7]=1, predict the reactants needed to synthesize it. The reactants are: [Br:1][C:2]1[CH:7]=[CH:6][C:5]([O:8][CH3:9])=[C:4]([OH:10])[C:3]=1[OH:11].C(=O)([O-])[O-].[K+].[K+].[CH3:18][O:19][CH2:20]Cl. (3) Given the product [Cl:14][C:12]1[CH:11]=[CH:10][C:8]2[NH:9][C:5]([CH:3]3[CH2:4][N:1]([C:21]4[C:16]([Cl:15])=[N:17][CH:18]=[CH:19][N:20]=4)[CH2:2]3)=[N:6][C:7]=2[CH:13]=1, predict the reactants needed to synthesize it. The reactants are: [NH:1]1[CH2:4][CH:3]([C:5]2[NH:9][C:8]3[CH:10]=[CH:11][C:12]([Cl:14])=[CH:13][C:7]=3[N:6]=2)[CH2:2]1.[Cl:15][C:16]1[C:21](Cl)=[N:20][CH:19]=[CH:18][N:17]=1. (4) Given the product [NH:1]1[C:5]2=[N:6][CH:7]=[CH:8][CH:9]=[C:4]2[C:3]([CH:10]=[C:11]([C:15]2[CH:20]=[CH:19][CH:18]=[CH:17][CH:16]=2)[C:12]([NH2:24])=[O:13])=[CH:2]1, predict the reactants needed to synthesize it. The reactants are: [NH:1]1[C:5]2=[N:6][CH:7]=[CH:8][CH:9]=[C:4]2[C:3]([CH:10]=[C:11]([C:15]2[CH:20]=[CH:19][CH:18]=[CH:17][CH:16]=2)[C:12](O)=[O:13])=[CH:2]1.C([N:24](CC)C(C)C)(C)C.[NH4+].ON1C2C=CC=CC=2N=N1.CN(C)CCCN=C=NCC. (5) Given the product [CH:1]1([C:7]2[CH:8]=[C:9]([OH:16])[C:10](=[O:13])[NH:11][CH:12]=2)[CH2:2][CH2:3][CH2:4][CH2:5][CH2:6]1, predict the reactants needed to synthesize it. The reactants are: [C:1]1([C:7]2[CH:8]=[C:9]([O:16]C)[C:10]([O:13]CC)=[N:11][CH:12]=2)[CH2:6][CH2:5][CH2:4][CH2:3][CH:2]=1. (6) Given the product [ClH:32].[NH2:8][CH:9]([CH2:13][C:14]1[CH:15]=[CH:16][C:17]([O:20][C:21]2[CH:26]=[CH:25][C:24]([C:27](=[O:30])[NH:28][OH:29])=[CH:23][CH:22]=2)=[CH:18][CH:19]=1)[C:10]([OH:12])=[O:11], predict the reactants needed to synthesize it. The reactants are: C(OC([NH:8][CH:9]([CH2:13][C:14]1[CH:19]=[CH:18][C:17]([O:20][C:21]2[CH:26]=[CH:25][C:24]([C:27](=[O:30])[NH:28][OH:29])=[CH:23][CH:22]=2)=[CH:16][CH:15]=1)[C:10]([OH:12])=[O:11])=O)(C)(C)C.C(Cl)[Cl:32]. (7) Given the product [F:2][C:3]1[CH:22]=[CH:21][C:6]2[N:7]=[C:8]([N:20]3[CH2:31][CH2:30][NH:29][C@@H:28]([CH2:27][CH2:26][CH2:25][O:24][CH3:23])[CH2:33]3)[C:9]3[CH:15]=[C:14]([C:16]([F:17])([F:19])[F:18])[CH:13]=[CH:12][C:10]=3[NH:11][C:5]=2[CH:4]=1, predict the reactants needed to synthesize it. The reactants are: Cl.[F:2][C:3]1[CH:22]=[CH:21][C:6]2[N:7]=[C:8]([NH2:20])[C:9]3[CH:15]=[C:14]([C:16]([F:19])([F:18])[F:17])[CH:13]=[CH:12][C:10]=3[NH:11][C:5]=2[CH:4]=1.[CH3:23][O:24][CH2:25][CH2:26][CH2:27][C@H:28]1[CH2:33]N[CH2:31][CH2:30][NH:29]1.C(N(C(C)C)CC)(C)C.